Dataset: Catalyst prediction with 721,799 reactions and 888 catalyst types from USPTO. Task: Predict which catalyst facilitates the given reaction. (1) Reactant: [Br:1][C:2]1[CH:7]=[CH:6][C:5]([CH:8]([CH2:20][CH2:21][CH3:22])[CH2:9][C:10]([C:12]2[CH:13]=[N:14][C:15]([O:18]C)=[CH:16][CH:17]=2)=[O:11])=[CH:4][CH:3]=1.Cl. Product: [Br:1][C:2]1[CH:3]=[CH:4][C:5]([CH:8]([CH2:20][CH2:21][CH3:22])[CH2:9][C:10]([C:12]2[CH:17]=[CH:16][C:15](=[O:18])[NH:14][CH:13]=2)=[O:11])=[CH:6][CH:7]=1. The catalyst class is: 12. (2) Product: [NH:8]1[CH2:12][CH2:11][C@@H:10]([NH:13][C:14]([C:16]2[C:24]3[C:19](=[N:20][CH:21]=[C:22]([C:25]4[C:33]5[C:28](=[CH:29][C:30]([F:34])=[CH:31][CH:32]=5)[N:27]([CH3:35])[N:26]=4)[N:23]=3)[N:18]([CH2:36][O:37][CH2:38][CH2:39][Si:40]([CH3:43])([CH3:42])[CH3:41])[CH:17]=2)=[O:15])[CH2:9]1. The catalyst class is: 26. Reactant: C([N:8]1[CH2:12][CH2:11][C@@H:10]([NH:13][C:14]([C:16]2[C:24]3[C:19](=[N:20][CH:21]=[C:22]([C:25]4[C:33]5[C:28](=[CH:29][C:30]([F:34])=[CH:31][CH:32]=5)[N:27]([CH3:35])[N:26]=4)[N:23]=3)[N:18]([CH2:36][O:37][CH2:38][CH2:39][Si:40]([CH3:43])([CH3:42])[CH3:41])[CH:17]=2)=[O:15])[CH2:9]1)C1C=CC=CC=1.CN(C1C2C(N(C)C)=CC=CC=2C=CC=1)C.ClC(OC(Cl)C)=O.